This data is from Reaction yield outcomes from USPTO patents with 853,638 reactions. The task is: Predict the reaction yield, written as a fraction of the theoretical maximum amount of product (1.0 means a 100% yield; for example, 0.34 means a 34% yield). (1) The reactants are O[C:2]1[N:7]2[N:8]=[CH:9][CH:10]=[C:6]2[N:5]=[CH:4][C:3]=1[C:11]([O:13][CH2:14][CH3:15])=[O:12].[Cl:16][C:17]1[CH:23]=[CH:22][C:20]([NH2:21])=[C:19]([CH3:24])[CH:18]=1. No catalyst specified. The product is [Cl:16][C:17]1[CH:23]=[CH:22][C:20]([NH:21][C:2]2[N:7]3[N:8]=[CH:9][CH:10]=[C:6]3[N:5]=[CH:4][C:3]=2[C:11]([O:13][CH2:14][CH3:15])=[O:12])=[C:19]([CH3:24])[CH:18]=1. The yield is 0.480. (2) The product is [OH:11][CH2:10][C@@H:9]([NH:8][C:6](=[O:7])[O:5][C:1]([CH3:3])([CH3:2])[CH3:4])[CH2:13][O:14][CH3:15]. The yield is 0.580. The catalyst is C1COCC1.O.CCOC(C)=O. The reactants are [C:1]([O:5][C:6]([NH:8][C@@H:9]([CH2:13][O:14][CH3:15])[C:10](O)=[O:11])=[O:7])([CH3:4])([CH3:3])[CH3:2].CN1CCOCC1.CC(C)COC(Cl)=O.[BH4-].[Na+].Cl. (3) The reactants are [OH:1][CH:2]1[CH2:8][CH2:7][CH2:6][CH:5]([O:9][C:10]2[CH:15]=[CH:14][C:13]([N:16]3[C:21](=[O:22])[C:20]([CH2:23][C:24]4[CH:29]=[CH:28][C:27]([C:30]5[CH:35]=[CH:34][CH:33]=[CH:32][C:31]=5[C:36]5[NH:40][C:39](=[O:41])[O:38][N:37]=5)=[CH:26][CH:25]=4)=[C:19]([CH2:42][CH2:43][CH3:44])[N:18]=[C:17]3[CH3:45])=[CH:12][CH:11]=2)[CH2:4][CH2:3]1.CC(OI1(OC(C)=O)(OC(C)=O)OC(=O)C2C1=CC=CC=2)=O.C(OCC)(=O)C.S([O-])([O-])(=O)=S.[Na+].[Na+]. The catalyst is C(Cl)Cl.O. The product is [CH3:45][C:17]1[N:16]([C:13]2[CH:12]=[CH:11][C:10]([O:9][CH:5]3[CH2:6][CH2:7][CH2:8][C:2](=[O:1])[CH2:3][CH2:4]3)=[CH:15][CH:14]=2)[C:21](=[O:22])[C:20]([CH2:23][C:24]2[CH:29]=[CH:28][C:27]([C:30]3[CH:35]=[CH:34][CH:33]=[CH:32][C:31]=3[C:36]3[NH:40][C:39](=[O:41])[O:38][N:37]=3)=[CH:26][CH:25]=2)=[C:19]([CH2:42][CH2:43][CH3:44])[N:18]=1. The yield is 0.530. (4) The reactants are [B:1]([O:8][CH2:9][CH3:10])([O:5][CH2:6][CH3:7])[O:2][CH2:3][CH3:4].[H-].[Na+:12]. No catalyst specified. The product is [CH2:3]([O:2][BH-:1]([O:8][CH2:9][CH3:10])[O:5][CH2:6][CH3:7])[CH3:4].[Na+:12]. The yield is 1.00. (5) The reactants are Br[C:2]1[S:3][C:4]([N:12]([CH2:19][CH3:20])[CH:13]2[CH2:18][CH2:17][O:16][CH2:15][CH2:14]2)=[C:5]([CH3:11])[C:6]=1[C:7]([O:9][CH3:10])=[O:8].[CH3:21][N:22]1[CH2:27][CH2:26][NH:25][CH2:24][CH2:23]1.C([O-])([O-])=O.[Cs+].[Cs+].CC1(C)C2C(=C(P(C3C=CC=CC=3)C3C=CC=CC=3)C=CC=2)OC2C(P(C3C=CC=CC=3)C3C=CC=CC=3)=CC=CC1=2. The catalyst is O1CCOCC1.C1C=CC(/C=C/C(/C=C/C2C=CC=CC=2)=O)=CC=1.C1C=CC(/C=C/C(/C=C/C2C=CC=CC=2)=O)=CC=1.C1C=CC(/C=C/C(/C=C/C2C=CC=CC=2)=O)=CC=1.[Pd].[Pd]. The product is [CH2:19]([N:12]([CH:13]1[CH2:18][CH2:17][O:16][CH2:15][CH2:14]1)[C:4]1[S:3][C:2]([N:25]2[CH2:26][CH2:27][N:22]([CH3:21])[CH2:23][CH2:24]2)=[C:6]([C:7]([O:9][CH3:10])=[O:8])[C:5]=1[CH3:11])[CH3:20]. The yield is 0.208. (6) The yield is 0.890. The product is [Br:34][C:12]1[CH:13]=[CH:14][C:9]([O:8][C:7]2[C:2]([CH3:1])=[N:3][C:4]([CH3:17])=[CH:5][CH:6]=2)=[C:10]([F:16])[CH:11]=1. The reactants are [CH3:1][C:2]1[C:7]([O:8][C:9]2[CH:14]=[CH:13][C:12](N)=[CH:11][C:10]=2[F:16])=[CH:6][CH:5]=[C:4]([CH3:17])[N:3]=1.N([O-])=O.[Na+].C(=O)([O-])[O-].[K+].[K+].CCOC(C)=O.[BrH:34]. The catalyst is O.[Cu]Br. (7) The reactants are [CH2:1]([N:8]([CH2:16][C:17]1[CH:22]=[CH:21][CH:20]=[CH:19][CH:18]=1)[CH2:9][C:10](=[O:15])[C:11]([CH3:14])([CH3:13])[CH3:12])[C:2]1[CH:7]=[CH:6][CH:5]=[CH:4][CH:3]=1.[CH3:23][Mg]Br. The catalyst is C(OCC)C. The product is [CH2:1]([N:8]([CH2:16][C:17]1[CH:18]=[CH:19][CH:20]=[CH:21][CH:22]=1)[CH2:9][C:10]([CH3:23])([OH:15])[C:11]([CH3:14])([CH3:13])[CH3:12])[C:2]1[CH:7]=[CH:6][CH:5]=[CH:4][CH:3]=1. The yield is 0.710. (8) The reactants are [CH2:1]([N:8]1[CH2:13][CH2:12][C:11](=[N:14][NH:15][C:16](=[S:18])[NH2:17])[CH2:10][CH2:9]1)[C:2]1[CH:7]=[CH:6][CH:5]=[CH:4][CH:3]=1.Br[CH2:20][C:21]([C:23]1[CH:28]=[CH:27][C:26]([O:29][CH3:30])=[CH:25][CH:24]=1)=O. The catalyst is C1COCC1. The product is [CH2:1]([N:8]1[CH2:13][CH2:12][C:11](=[N:14][NH:15][C:16]2[S:18][CH:20]=[C:21]([C:23]3[CH:28]=[CH:27][C:26]([O:29][CH3:30])=[CH:25][CH:24]=3)[N:17]=2)[CH2:10][CH2:9]1)[C:2]1[CH:3]=[CH:4][CH:5]=[CH:6][CH:7]=1. The yield is 0.830. (9) The reactants are Br[C:2]1[CH:7]=[CH:6][C:5]([O:8][CH:9]([F:11])[F:10])=[C:4]([CH3:12])[CH:3]=1.[CH3:13][C@H:14]1[CH2:19][NH:18][CH2:17][C@@H:16]([CH3:20])[NH:15]1.C1C=CC(P(C2C(C3C(P(C4C=CC=CC=4)C4C=CC=CC=4)=CC=C4C=3C=CC=C4)=C3C(C=CC=C3)=CC=2)C2C=CC=CC=2)=CC=1.CC([O-])(C)C.[K+]. The catalyst is C1(C)C=CC=CC=1.CC([O-])=O.CC([O-])=O.[Pd+2]. The product is [F:10][CH:9]([F:11])[O:8][C:5]1[CH:6]=[CH:7][C:2]([N:18]2[CH2:17][CH:16]([CH3:20])[NH:15][CH:14]([CH3:13])[CH2:19]2)=[CH:3][C:4]=1[CH3:12]. The yield is 0.410. (10) The reactants are [CH3:1][C:2]1[CH:6]=[C:5]([CH3:7])[N:4]([CH2:8][C:9]([OH:11])=O)[N:3]=1.[N:12]1C=CC=CC=1.[Cl:18][C:19]1[CH:20]=[C:21]([CH:39]=[CH:40][CH:41]=1)[C:22]([NH:24][C:25]1[CH:30]=[C:29]([Cl:31])[CH:28]=C[C:26]=1[N:32]1[CH2:38][CH2:37][CH2:36][NH:35][CH2:34][CH2:33]1)=[O:23]. The catalyst is CN(C)C=O. The product is [Cl:18][C:19]1[CH:20]=[C:21]([CH:39]=[CH:40][CH:41]=1)[C:22]([NH:24][C:25]1[C:26]([N:32]2[CH2:38][CH2:37][CH2:36][N:35]([C:9](=[O:11])[CH2:8][N:4]3[C:5]([CH3:7])=[CH:6][C:2]([CH3:1])=[N:3]3)[CH2:34][CH2:33]2)=[N:12][CH:28]=[C:29]([Cl:31])[CH:30]=1)=[O:23]. The yield is 0.290.